This data is from Catalyst prediction with 721,799 reactions and 888 catalyst types from USPTO. The task is: Predict which catalyst facilitates the given reaction. (1) Reactant: Cl[CH:2]([CH:14]1[CH2:19][CH2:18][CH2:17][CH2:16][CH2:15]1)[C:3]1[O:4][C:5]2[CH:12]=[CH:11][C:10]([CH3:13])=[CH:9][C:6]=2[C:7]=1[CH3:8].[NH2:20][C:21]1[CH:26]=[CH:25][C:24]([C:27]([N:29]([CH3:37])[CH2:30][CH2:31][C:32]([O:34][CH2:35][CH3:36])=[O:33])=[O:28])=[CH:23][CH:22]=1.[I-].[Na+].C(=O)([O-])[O-].[Na+].[Na+].Cl. Product: [CH:14]1([CH:2]([NH:20][C:21]2[CH:22]=[CH:23][C:24]([C:27]([N:29]([CH3:37])[CH2:30][CH2:31][C:32]([O:34][CH2:35][CH3:36])=[O:33])=[O:28])=[CH:25][CH:26]=2)[C:3]2[O:4][C:5]3[CH:12]=[CH:11][C:10]([CH3:13])=[CH:9][C:6]=3[C:7]=2[CH3:8])[CH2:19][CH2:18][CH2:17][CH2:16][CH2:15]1. The catalyst class is: 9. (2) Reactant: Br[C:2]1[CH:7]=[CH:6][CH:5]=[CH:4][CH:3]=1.[NH2:8][C:9]1[CH:10]=[C:11](B(O)O)[CH:12]=[CH:13][CH:14]=1. The catalyst class is: 25. Product: [C:11]1([C:2]2[CH:7]=[CH:6][CH:5]=[CH:4][CH:3]=2)[CH:12]=[CH:13][CH:14]=[C:9]([NH2:8])[CH:10]=1. (3) Reactant: [CH2:1]([O:8][N:9]1[C:13]2([CH2:23][CH2:24][CH:25]([CH3:27])[CH3:26])[C:14]3[C:19]([C:20](=[O:22])[CH:21]=[C:12]2[O:11]C1C(C)C)=[CH:18][CH:17]=[CH:16][CH:15]=3)[C:2]1[CH:7]=[CH:6][CH:5]=[CH:4][CH:3]=1. Product: [CH2:1]([O:8][NH:9][C:13]1([CH2:23][CH2:24][CH:25]([CH3:27])[CH3:26])[C:14]2[C:19](=[CH:18][CH:17]=[CH:16][CH:15]=2)[C:20](=[O:22])[CH:21]=[C:12]1[OH:11])[C:2]1[CH:7]=[CH:6][CH:5]=[CH:4][CH:3]=1. The catalyst class is: 632.